From a dataset of Full USPTO retrosynthesis dataset with 1.9M reactions from patents (1976-2016). Predict the reactants needed to synthesize the given product. (1) Given the product [Cl:1][C:2]1[CH:7]=[CH:6][C:5]([C:8]2[N:12]([CH:13]3[CH2:15][CH2:14]3)[C:11](=[O:16])[N:10]([S:17]([C:20]3[CH:25]=[CH:24][C:23]([C:26]([OH:34])=[O:27])=[CH:22][CH:21]=3)(=[O:19])=[O:18])[N:9]=2)=[CH:4][CH:3]=1, predict the reactants needed to synthesize it. The reactants are: [Cl:1][C:2]1[CH:7]=[CH:6][C:5]([C:8]2[N:12]([CH:13]3[CH2:15][CH2:14]3)[C:11](=[O:16])[N:10]([S:17]([C:20]3[CH:25]=[CH:24][C:23]([CH:26]=[O:27])=[CH:22][CH:21]=3)(=[O:19])=[O:18])[N:9]=2)=[CH:4][CH:3]=1.CC(=CC)C.Cl([O-])=[O:34].[Na+]. (2) Given the product [Cl:1][C:2]1[CH:7]=[CH:6][C:5]([Cl:8])=[CH:4][C:3]=1[NH:9][C:10]1[N:15]2[N:16]=[CH:17][C:18]([S:19]([NH:22][C:43]([C:39]3([CH3:38])[CH2:42][O:41][CH2:40]3)=[O:44])(=[O:21])=[O:20])=[C:14]2[N:13]=[CH:12][C:11]=1[C:23]([N:25]1[CH2:30][CH2:29][CH:28]([C:31]2[CH:32]=[CH:33][C:34]([F:37])=[CH:35][CH:36]=2)[CH2:27][CH2:26]1)=[O:24], predict the reactants needed to synthesize it. The reactants are: [Cl:1][C:2]1[CH:7]=[CH:6][C:5]([Cl:8])=[CH:4][C:3]=1[NH:9][C:10]1[N:15]2[N:16]=[CH:17][C:18]([S:19]([NH2:22])(=[O:21])=[O:20])=[C:14]2[N:13]=[CH:12][C:11]=1[C:23]([N:25]1[CH2:30][CH2:29][CH:28]([C:31]2[CH:36]=[CH:35][C:34]([F:37])=[CH:33][CH:32]=2)[CH2:27][CH2:26]1)=[O:24].[CH3:38][C:39]1([C:43](O)=[O:44])[CH2:42][O:41][CH2:40]1.